This data is from Catalyst prediction with 721,799 reactions and 888 catalyst types from USPTO. The task is: Predict which catalyst facilitates the given reaction. (1) Reactant: [CH3:1][C:2]1[CH:7]=[C:6]([N+:8]([O-:10])=[O:9])[CH:5]=[CH:4][C:3]=1[N:11]=[C:12]=[O:13]. Product: [N+:8]([C:6]1[CH:5]=[CH:4][C:3]([N:11]2[C:12](=[O:13])[N:11]([C:3]3[CH:4]=[CH:5][C:6]([N+:8]([O-:10])=[O:9])=[CH:7][C:2]=3[CH3:1])[C:12](=[O:13])[N:11]([C:3]3[CH:4]=[CH:5][C:6]([N+:8]([O-:10])=[O:9])=[CH:7][C:2]=3[CH3:1])[C:12]2=[O:13])=[C:2]([CH3:1])[CH:7]=1)([O-:10])=[O:9]. The catalyst class is: 16. (2) Reactant: C([NH:9][CH2:10][C@@H:11]([C@H:17]([OH:22])[C:18]([F:21])([F:20])[F:19])[C:12]([O:14]CC)=[O:13])(=O)C1C=CC=CC=1.CCN(CC)CC. Product: [NH2:9][CH2:10][C@@H:11]([C@H:17]([OH:22])[C:18]([F:20])([F:21])[F:19])[C:12]([OH:14])=[O:13]. The catalyst class is: 33.